Dataset: HIV replication inhibition screening data with 41,000+ compounds from the AIDS Antiviral Screen. Task: Binary Classification. Given a drug SMILES string, predict its activity (active/inactive) in a high-throughput screening assay against a specified biological target. The compound is COc1ccc(C23OCN(c4ccccc4)C2(c2ccc(OC)cc2)c2ccccc2N3C)cc1. The result is 0 (inactive).